Dataset: Reaction yield outcomes from USPTO patents with 853,638 reactions. Task: Predict the reaction yield, written as a fraction of the theoretical maximum amount of product (1.0 means a 100% yield; for example, 0.34 means a 34% yield). (1) The reactants are [Cl:1][C:2]1[C:7]([C:8]([O:10][CH3:11])=[O:9])=[CH:6][N:5]=[C:4](Cl)[CH:3]=1.[CH3:13]B1OB(C)OB(C)O1.C([O-])([O-])=O.[Cs+].[Cs+]. The catalyst is O1CCOCC1.O.C1C=CC(P(C2C=CC=CC=2)[C-]2C=CC=C2)=CC=1.C1C=CC(P(C2C=CC=CC=2)[C-]2C=CC=C2)=CC=1.Cl[Pd]Cl.[Fe+2].C(Cl)Cl. The product is [Cl:1][C:2]1[C:7]([C:8]([O:10][CH3:11])=[O:9])=[CH:6][N:5]=[C:4]([CH3:13])[CH:3]=1. The yield is 0.220. (2) The reactants are [Cl:1][C:2]1[O:6][C:5]([C:7]([O:9]C)=[O:8])=[CH:4][C:3]=1[C:11]1[N:15]([CH3:16])[N:14]=[CH:13][CH:12]=1.[OH-].[Na+]. The yield is 0.470. The catalyst is O1CCCC1. The product is [Cl:1][C:2]1[O:6][C:5]([C:7]([OH:9])=[O:8])=[CH:4][C:3]=1[C:11]1[N:15]([CH3:16])[N:14]=[CH:13][CH:12]=1. (3) The reactants are [N+:1]([CH2:4][CH:5]([CH2:12][CH2:13][CH3:14])[CH2:6][C:7]([O:9]CC)=O)([O-])=O.C([O-])=O.[NH4+].[CH3:19][O:20][C:21]1[CH:44]=[CH:43][C:24]([CH2:25][N:26]2[C:30]3=[N:31][CH:32]=[CH:33][C:34]([CH:35]=O)=[C:29]3[N:28]=[C:27]2[C:37]2[CH:42]=[CH:41][CH:40]=[CH:39][CH:38]=2)=[CH:23][CH:22]=1. The catalyst is CO.CCOCC.[Pd]. The product is [CH3:19][O:20][C:21]1[CH:44]=[CH:43][C:24]([CH2:25][N:26]2[C:30]3=[N:31][CH:32]=[CH:33][C:34]([CH2:35][N:1]4[CH2:4][CH:5]([CH2:12][CH2:13][CH3:14])[CH2:6][C:7]4=[O:9])=[C:29]3[N:28]=[C:27]2[C:37]2[CH:38]=[CH:39][CH:40]=[CH:41][CH:42]=2)=[CH:23][CH:22]=1. The yield is 0.600. (4) The reactants are [Cl:1][C:2]1[CH:3]=[C:4]2[C:9](=[CH:10][CH:11]=1)[O:8][C:7](=[O:12])[CH:6]=[C:5]2[OH:13].C([O-])([O-])=O.[Cs+].[Cs+].[CH3:20][O:21][C:22]([C@@H:24]1[CH2:26][C@H:25]1[CH2:27]OS(C)(=O)=O)=[O:23].S([O-])(=O)(=O)C. The catalyst is CN(C=O)C. The product is [CH3:20][O:21][C:22]([C@@H:24]1[CH2:26][C@H:25]1[CH2:27][O:13][C:5]1[C:4]2[CH:3]=[C:2]([Cl:1])[CH:11]=[CH:10][C:9]=2[O:8][C:7](=[O:12])[CH:6]=1)=[O:23]. The yield is 0.620.